This data is from Full USPTO retrosynthesis dataset with 1.9M reactions from patents (1976-2016). The task is: Predict the reactants needed to synthesize the given product. Given the product [CH2:21]([CH:23]([CH2:27][CH2:28][CH2:29][CH3:30])[C:24]([N:7]([CH2:6][C:4]([O:3][CH2:2][CH3:1])=[O:5])[CH2:8][C:9]([O:11][CH2:12][CH3:13])=[O:10])=[O:25])[CH3:22], predict the reactants needed to synthesize it. The reactants are: [CH3:1][CH2:2][O:3][C:4]([CH2:6][NH:7][CH2:8][C:9]([O:11][CH2:12][CH3:13])=[O:10])=[O:5].C(N(CC)CC)C.[CH2:21]([CH:23]([CH2:27][CH2:28][CH2:29][CH3:30])[C:24](Cl)=[O:25])[CH3:22].